This data is from Full USPTO retrosynthesis dataset with 1.9M reactions from patents (1976-2016). The task is: Predict the reactants needed to synthesize the given product. (1) The reactants are: [Br:1][C:2]1[CH:15]=[C:14]2[C:5]([O:6][C@@H:7]3[C@@H:12]([C:13]2=O)[CH2:11][CH2:10][CH2:9][CH2:8]3)=[CH:4][CH:3]=1.[CH2:17]1COCC1. Given the product [Br:1][C:2]1[CH:15]=[C:14]2[C:5]([O:6][C@@H:7]3[C@@H:12]([C:13]2=[CH2:17])[CH2:11][CH2:10][CH2:9][CH2:8]3)=[CH:4][CH:3]=1, predict the reactants needed to synthesize it. (2) The reactants are: [Cl:1][C:2]1[C:3]([N:15]=[C:16]2[CH2:21][CH2:20][CH2:19][CH2:18][S:17]2=[O:22])=[C:4]([CH2:13][OH:14])[CH:5]=[CH:6][C:7]=1[CH:8]([O:11][CH3:12])[O:9][CH3:10].O.[Na].[CH3:25]I.O. Given the product [Cl:1][C:2]1[C:7]([CH:8]([O:9][CH3:10])[O:11][CH3:12])=[CH:6][CH:5]=[C:4]([CH2:13][O:14][CH3:25])[C:3]=1[N:15]=[C:16]1[CH2:21][CH2:20][CH2:19][CH2:18][S:17]1=[O:22], predict the reactants needed to synthesize it.